This data is from Forward reaction prediction with 1.9M reactions from USPTO patents (1976-2016). The task is: Predict the product of the given reaction. (1) Given the reactants [Br:1][C:2]1[CH:7]=[C:6]([C:8]([O:12][CH3:13])([O:10][CH3:11])[CH3:9])[CH:5]=[C:4]([C:14]([CH3:17])([CH3:16])[CH3:15])[C:3]=1[OH:18].[CH2:19](I)[CH3:20], predict the reaction product. The product is: [Br:1][C:2]1[CH:7]=[C:6]([C:8]([O:12][CH3:13])([O:10][CH3:11])[CH3:9])[CH:5]=[C:4]([C:14]([CH3:17])([CH3:16])[CH3:15])[C:3]=1[O:18][CH2:19][CH3:20]. (2) Given the reactants [Br:1][C:2]1[CH:10]=[CH:9][C:5]([C:6](Cl)=[O:7])=[CH:4][C:3]=1[CH3:11].[CH3:12][N:13]1[CH2:18][CH2:17][NH:16][CH2:15][CH2:14]1, predict the reaction product. The product is: [Br:1][C:2]1[CH:10]=[CH:9][C:5]([C:6]([N:16]2[CH2:17][CH2:18][N:13]([CH3:12])[CH2:14][CH2:15]2)=[O:7])=[CH:4][C:3]=1[CH3:11]. (3) The product is: [C:32]([O:31][C:29]([NH:28][C@@H:16]([CH2:17][N:18]1[CH2:23][CH2:22][CH:21]([C:24]([F:27])([F:26])[F:25])[CH2:20][CH2:19]1)[CH2:15][N:7]([C:5]1[S:6][C:2]([C:59]2[CH:60]=[C:61]3[C:66](=[CH:67][CH:68]=2)[CH:65]=[N:64][C:63]([F:69])=[CH:62]3)=[CH:3][N:4]=1)[C:8](=[O:14])[O:9][C:10]([CH3:13])([CH3:12])[CH3:11])=[O:30])([CH3:35])([CH3:34])[CH3:33]. Given the reactants Br[C:2]1[S:6][C:5]([N:7]([CH2:15][C@@H:16]([NH:28][C:29]([O:31][C:32]([CH3:35])([CH3:34])[CH3:33])=[O:30])[CH2:17][N:18]2[CH2:23][CH2:22][CH:21]([C:24]([F:27])([F:26])[F:25])[CH2:20][CH2:19]2)[C:8](=[O:14])[O:9][C:10]([CH3:13])([CH3:12])[CH3:11])=[N:4][CH:3]=1.C(OC(N[C@@H](CC1C=NC(C(F)(F)F)=CC=1)CN(C1SC([C:59]2[CH:60]=[C:61]3[C:66](=[CH:67][CH:68]=2)[CH:65]=[N:64][C:63]([F:69])=[CH:62]3)=CN=1)C(=O)OC(C)(C)C)=O)(C)(C)C.C([O-])(=O)C.[K+], predict the reaction product. (4) Given the reactants [F:1][C:2]1[CH:10]=[CH:9][C:5]([C:6]([OH:8])=O)=[CH:4]N=1.[CH:11]1C=NC2N(O)N=NC=2C=1.CCN=C=NCCCN(C)C.Cl.Cl.[F:34][C:35]([F:53])([F:52])[C:36]1[CH:37]=[C:38]([C:41]2[N:45]=[C:44]([C@H:46]3[CH2:51][CH2:50][CH2:49][NH:48][CH2:47]3)[O:43][N:42]=2)[NH:39][CH:40]=1.C(N(CC)CC)C, predict the reaction product. The product is: [F:1][C:2]1[CH:10]=[CH:9][C:5]([C:6]([N:48]2[CH2:49][CH2:50][CH2:51][C@H:46]([C:44]3[O:43][N:42]=[C:41]([C:38]4[NH:39][CH:40]=[C:36]([C:35]([F:34])([F:52])[F:53])[CH:37]=4)[N:45]=3)[CH2:47]2)=[O:8])=[CH:4][CH:11]=1.